Dataset: Reaction yield outcomes from USPTO patents with 853,638 reactions. Task: Predict the reaction yield, written as a fraction of the theoretical maximum amount of product (1.0 means a 100% yield; for example, 0.34 means a 34% yield). (1) The reactants are [N:1]1([C:7]([O:9][CH2:10][CH3:11])=[O:8])[CH2:6][CH2:5][NH:4][CH2:3][CH2:2]1.[C:12]1([CH3:21])[CH:17]=[CH:16][CH:15]=[C:14]([N:18]=[C:19]=[O:20])[CH:13]=1. The catalyst is ClCCl. The product is [C:12]1([CH3:21])[CH:17]=[CH:16][CH:15]=[C:14]([NH:18][C:19]([N:4]2[CH2:5][CH2:6][N:1]([C:7]([O:9][CH2:10][CH3:11])=[O:8])[CH2:2][CH2:3]2)=[O:20])[CH:13]=1. The yield is 0.870. (2) The reactants are C(O[C:6](=O)[NH:7][CH2:8][C:9]([N:11]1[CH2:15][CH2:14][CH2:13][CH:12]1[C:16]#[N:17])=[O:10])(C)(C)C.FC(F)(F)C(O)=O.C(N(CC)CC)C.[OH:33][CH:34]1[CH2:41][CH:40]2[CH:36]([CH2:37]C(=O)[CH2:39]2)[CH2:35]1.C(O[BH-](OC(=O)C)OC(=O)C)(=O)C.[Na+]. The catalyst is ClCCl. The product is [OH:33][CH:34]1[CH2:41][CH:40]2[CH:36]([CH2:37][CH:6]([NH:7][CH2:8][C:9]([N:11]3[CH2:15][CH2:14][CH2:13][CH:12]3[C:16]#[N:17])=[O:10])[CH2:39]2)[CH2:35]1. The yield is 0.204. (3) The reactants are [C:1](=[O:4])(O)[O-].[Na+].O.[Br:7][C:8]1[CH:13]=[CH:12][C:11]([C@@H:14]([NH2:16])[CH3:15])=[CH:10][CH:9]=1.ClC(Cl)(OC(=O)OC(Cl)(Cl)Cl)Cl. The catalyst is ClCCl. The product is [Br:7][C:8]1[CH:13]=[CH:12][C:11]([C@@H:14]([N:16]=[C:1]=[O:4])[CH3:15])=[CH:10][CH:9]=1. The yield is 0.794. (4) The reactants are C(O)(=O)C.[N:5]1[C:14]2[C:9](=[CH:10][C:11]([CH2:15][C:16]([C:18]3[CH:23]=[CH:22][N:21]=[C:20]([C:24]([F:27])([F:26])[F:25])[N:19]=3)=O)=[CH:12][CH:13]=2)[N:8]=[CH:7][CH:6]=1.C[N:29]([CH:31](OC)OC)C.O.[NH2:37]N. The catalyst is CN(C=O)C. The product is [F:25][C:24]([F:27])([F:26])[C:20]1[N:19]=[C:18]([C:16]2[C:15]([C:11]3[CH:10]=[C:9]4[C:14](=[CH:13][CH:12]=3)[N:5]=[CH:6][CH:7]=[N:8]4)=[CH:31][NH:29][N:37]=2)[CH:23]=[CH:22][N:21]=1. The yield is 0.610. (5) The reactants are [CH2:1]([O:3][C:4]1[N+:5]([O-])=[CH:6][C:7]2[C:12]([CH:13]=1)=[CH:11][CH:10]=[CH:9][CH:8]=2)[CH3:2].[OH-].[Na+].O=P(Cl)(Cl)[Cl:19]. The catalyst is C(Cl)(Cl)Cl. The product is [Cl:19][C:6]1[C:7]2[C:12](=[CH:11][CH:10]=[CH:9][CH:8]=2)[CH:13]=[C:4]([O:3][CH2:1][CH3:2])[N:5]=1. The yield is 0.400. (6) The product is [CH2:7]([S:6][CH2:5][C@H:4]([NH:14][C:15]([C:17]1[N:18]=[C:19]([C:37]2[CH:38]=[CH:39][C:40]([C:43]([F:44])([F:45])[F:46])=[CH:41][CH:42]=2)[O:20][C:21]=1[C:22]1[CH:23]=[CH:24][C:25]([C:28]2[N:32]=[C:31]([C:33]([F:35])([F:36])[F:34])[O:30][N:29]=2)=[CH:26][CH:27]=1)=[O:16])[C:3]([OH:47])=[O:2])[C:8]1[CH:13]=[CH:12][CH:11]=[CH:10][CH:9]=1. The catalyst is C1COCC1. The reactants are C[O:2][C:3](=[O:47])[C@@H:4]([NH:14][C:15]([C:17]1[N:18]=[C:19]([C:37]2[CH:42]=[CH:41][C:40]([C:43]([F:46])([F:45])[F:44])=[CH:39][CH:38]=2)[O:20][C:21]=1[C:22]1[CH:27]=[CH:26][C:25]([C:28]2[N:32]=[C:31]([C:33]([F:36])([F:35])[F:34])[O:30][N:29]=2)=[CH:24][CH:23]=1)=[O:16])[CH2:5][S:6][CH2:7][C:8]1[CH:13]=[CH:12][CH:11]=[CH:10][CH:9]=1.[OH-].[Li+]. The yield is 0.900. (7) The reactants are [H-].[Na+].[CH2:3]([O:5][C:6]([C:8]1[CH:17]=[C:11]2[C:12](=[O:16])[NH:13][CH2:14][CH2:15][N:10]2[N:9]=1)=[O:7])[CH3:4].Br[CH2:19][CH:20]1[CH2:22][CH2:21]1. The catalyst is CN(C=O)C.O. The product is [CH2:3]([O:5][C:6]([C:8]1[CH:17]=[C:11]2[C:12](=[O:16])[N:13]([CH2:19][CH:20]3[CH2:22][CH2:21]3)[CH2:14][CH2:15][N:10]2[N:9]=1)=[O:7])[CH3:4]. The yield is 0.540. (8) The reactants are [F:1][C:2]1[CH:7]=[C:6](I)[CH:5]=[CH:4][C:3]=1[N:9]1[CH:14]=[C:13]([O:15][CH3:16])[C:12](=[O:17])[C:11]([C:18]2[N:22]([C:23]3[CH:28]=[CH:27][CH:26]=[CH:25][CH:24]=3)[N:21]=[CH:20][CH:19]=2)=[N:10]1.[Cl:29][C:30]1[CH:31]=[N:32][NH:33][CH:34]=1.C(=NO)C1C(=CC=CC=1)O.C([O-])([O-])=O.[Cs+].[Cs+]. The catalyst is CC#N.O. The product is [Cl:29][C:30]1[CH:31]=[N:32][N:33]([C:6]2[CH:5]=[CH:4][C:3]([N:9]3[CH:14]=[C:13]([O:15][CH3:16])[C:12](=[O:17])[C:11]([C:18]4[N:22]([C:23]5[CH:28]=[CH:27][CH:26]=[CH:25][CH:24]=5)[N:21]=[CH:20][CH:19]=4)=[N:10]3)=[C:2]([F:1])[CH:7]=2)[CH:34]=1. The yield is 0.150. (9) The reactants are Cl[CH2:2][C:3]1[C:4]([CH3:18])=[N:5][C:6]([O:16][CH3:17])=[C:7]([C:9]2[CH:14]=[CH:13][CH:12]=[C:11]([Cl:15])[CH:10]=2)[CH:8]=1.[NH:19]1[CH:23]=[N:22][CH:21]=[N:20]1.C(=O)([O-])[O-].[Cs+].[Cs+]. The catalyst is CC(C)=O. The product is [Cl:15][C:11]1[CH:10]=[C:9]([C:7]2[C:6]([O:16][CH3:17])=[N:5][C:4]([CH3:18])=[C:3]([CH2:2][N:19]3[CH:23]=[N:22][CH:21]=[N:20]3)[CH:8]=2)[CH:14]=[CH:13][CH:12]=1. The yield is 0.840. (10) The reactants are [Cl:1][C:2]1[CH:8]=[CH:7][C:5]([NH2:6])=[CH:4][C:3]=1[CH3:9].[C:10](Cl)(=[O:19])[CH:11]=[CH:12][C:13]1[CH:18]=[CH:17][CH:16]=[CH:15][CH:14]=1. The catalyst is ClCCl.N1C=CC=CC=1. The product is [Cl:1][C:2]1[CH:8]=[CH:7][C:5]([NH:6][C:10](=[O:19])[CH:11]=[CH:12][C:13]2[CH:18]=[CH:17][CH:16]=[CH:15][CH:14]=2)=[CH:4][C:3]=1[CH3:9]. The yield is 0.990.